Predict the reactants needed to synthesize the given product. From a dataset of Full USPTO retrosynthesis dataset with 1.9M reactions from patents (1976-2016). (1) Given the product [CH2:11]([O:10][C:1](=[O:9])[CH:2]([CH2:18][C:19]1[CH:20]=[N:21][CH:22]=[CH:23][CH:24]=1)[C:3]([O:5][CH2:6][CH:7]=[CH2:8])=[O:4])[CH:12]=[CH2:13], predict the reactants needed to synthesize it. The reactants are: [C:1]([O:10][CH2:11][CH:12]=[CH2:13])(=[O:9])[CH2:2][C:3]([O:5][CH2:6][CH:7]=[CH2:8])=[O:4].[H-].[Na+].I.I[CH2:18][C:19]1[CH:20]=[N:21][CH:22]=[CH:23][CH:24]=1.O. (2) Given the product [F:28][C:3]1[C:2]([N:34]2[CH2:35][CH2:36][CH:32]([C:31]([F:38])([F:37])[F:30])[CH2:33]2)=[CH:7][CH:6]=[CH:5][C:4]=1[N:8]1[CH:13]=[C:12]([O:14][CH3:15])[C:11](=[O:16])[C:10]([C:17]2[N:21]([C:22]3[CH:27]=[CH:26][CH:25]=[CH:24][CH:23]=3)[N:20]=[CH:19][CH:18]=2)=[N:9]1, predict the reactants needed to synthesize it. The reactants are: Br[C:2]1[C:3]([F:28])=[C:4]([N:8]2[CH:13]=[C:12]([O:14][CH3:15])[C:11](=[O:16])[C:10]([C:17]3[N:21]([C:22]4[CH:27]=[CH:26][CH:25]=[CH:24][CH:23]=4)[N:20]=[CH:19][CH:18]=3)=[N:9]2)[CH:5]=[CH:6][CH:7]=1.Cl.[F:30][C:31]([F:38])([F:37])[CH:32]1[CH2:36][CH2:35][NH:34][CH2:33]1.CC([O-])(C)C.[Na+].CC1(C)C2C(=C(P(C3C=CC=CC=3)C3C=CC=CC=3)C=CC=2)OC2C(P(C3C=CC=CC=3)C3C=CC=CC=3)=CC=CC1=2. (3) Given the product [C:13]([O:12][C:10]([N:17]1[CH2:18][CH2:19][CH:20]([CH2:23][CH2:27][C:29](=[O:31])[NH:5][C:4]2[CH:6]=[CH:7][C:8]([Cl:9])=[C:2]([Cl:1])[CH:3]=2)[CH2:21][CH2:22]1)=[O:11])([CH3:14])([CH3:15])[CH3:16], predict the reactants needed to synthesize it. The reactants are: [Cl:1][C:2]1[CH:3]=[C:4]([CH:6]=[CH:7][C:8]=1[Cl:9])[NH2:5].[C:10]([N:17]1[CH2:22][CH2:21][CH:20]([CH:23]([CH3:27])C(O)=O)[CH2:19][CH2:18]1)([O:12][C:13]([CH3:16])([CH3:15])[CH3:14])=[O:11].Cl.[C:29](O)(=[O:31])C.C(=O)([O-])O.[Na+].